Dataset: Full USPTO retrosynthesis dataset with 1.9M reactions from patents (1976-2016). Task: Predict the reactants needed to synthesize the given product. (1) Given the product [CH3:13][C:11]1[NH:12][C:8]([C:3]2[CH:4]=[CH:5][CH:6]=[CH:7][C:2]=2[NH:1][C:17]2[CH:22]=[CH:21][CH:20]=[CH:19][CH:18]=2)=[CH:9][C:10]=1[C:14]([NH2:16])=[O:15], predict the reactants needed to synthesize it. The reactants are: [NH2:1][C:2]1[CH:7]=[CH:6][CH:5]=[CH:4][C:3]=1[C:8]1[NH:12][C:11]([CH3:13])=[C:10]([C:14]([NH2:16])=[O:15])[CH:9]=1.[C:17]1(B(O)O)[CH:22]=[CH:21][CH:20]=[CH:19][CH:18]=1.C1(C)C=CC=CC=1.N1C(C)=CC=CC=1C. (2) Given the product [CH3:63][C:62]1[CH:61]=[C:60]([CH3:64])[NH:59][C:58](=[O:65])[C:57]=1[CH2:56][NH:55][C:7]([C:6]1[CH:10]=[C:2]([C:33]2[CH:34]=[CH:35][C:54]([CH2:52][N:48]3[CH2:47][CH2:46][O:70][CH2:51][CH2:49]3)=[CH:31][CH:32]=2)[CH:3]=[C:4]([N:13]([CH2:20][CH3:21])[CH:14]2[CH2:19][CH2:18][O:17][CH2:16][CH2:15]2)[C:5]=1[CH2:11][CH3:12])=[O:9], predict the reactants needed to synthesize it. The reactants are: Cl[C:2]1[CH:3]=[C:4]([N:13]([CH2:20][CH3:21])[CH:14]2[CH2:19][CH2:18][O:17][CH2:16][CH2:15]2)[C:5]([CH2:11][CH3:12])=[C:6]([CH:10]=1)[C:7]([OH:9])=O.CN(C(ON1N=N[C:32]2[CH:33]=[CH:34][CH:35]=N[C:31]1=2)=[N+](C)C)C.F[P-](F)(F)(F)(F)F.[CH3:46][CH2:47][N:48]([CH:52]([CH3:54])C)[CH:49]([CH3:51])C.[NH2:55][CH2:56][C:57]1[C:58](=[O:65])[NH:59][C:60]([CH3:64])=[CH:61][C:62]=1[CH3:63].CN(C=[O:70])C. (3) Given the product [CH3:1][O:2][C:3]1[N:8]=[CH:7][C:6]([C:9]2[O:13][C:12]([CH3:14])=[C:11]([CH:15]([NH:20][C:21]3[CH:22]=[CH:23][C:24]([C:27]([NH:31][CH2:32][CH2:33][C:34]([O:36][CH2:37][CH3:38])=[O:35])=[O:28])=[N:25][CH:26]=3)[CH2:16][CH:17]([CH3:18])[CH3:19])[CH:10]=2)=[CH:5][CH:4]=1, predict the reactants needed to synthesize it. The reactants are: [CH3:1][O:2][C:3]1[N:8]=[CH:7][C:6]([C:9]2[O:13][C:12]([CH3:14])=[C:11]([CH:15]([NH:20][C:21]3[CH:22]=[CH:23][C:24]([C:27](O)=[O:28])=[N:25][CH:26]=3)[CH2:16][CH:17]([CH3:19])[CH3:18])[CH:10]=2)=[CH:5][CH:4]=1.Cl.[NH2:31][CH2:32][CH2:33][C:34]([O:36][CH2:37][CH3:38])=[O:35].Cl.C(N=C=NCCCN(C)C)C.O.OC1C2N=NNC=2C=CC=1. (4) Given the product [CH3:23][O:22][C:4]1[CH:3]=[C:2]([CH:19]=[C:6]([CH2:7][O:8][Si:9]([CH:16]([CH3:18])[CH3:17])([CH:13]([CH3:15])[CH3:14])[CH:10]([CH3:12])[CH3:11])[C:5]=1[O:20][CH3:21])[CH:30]=[O:32], predict the reactants needed to synthesize it. The reactants are: Br[C:2]1[CH:3]=[C:4]([O:22][CH3:23])[C:5]([O:20][CH3:21])=[C:6]([CH:19]=1)[CH2:7][O:8][Si:9]([CH:16]([CH3:18])[CH3:17])([CH:13]([CH3:15])[CH3:14])[CH:10]([CH3:12])[CH3:11].C([Li])CCC.Cl.[C:30](OCC)(=[O:32])C. (5) Given the product [NH2:1][CH2:4][C:5]1[C:10]([C:11]([F:12])([F:13])[F:14])=[N:9][C:8]2[N:15]([CH2:18][CH3:19])[N:16]=[CH:17][C:7]=2[C:6]=1[NH:20][CH:21]1[CH2:22][CH2:23][O:24][CH2:25][CH2:26]1, predict the reactants needed to synthesize it. The reactants are: [N:1]([CH2:4][C:5]1[C:10]([C:11]([F:14])([F:13])[F:12])=[N:9][C:8]2[N:15]([CH2:18][CH3:19])[N:16]=[CH:17][C:7]=2[C:6]=1[NH:20][CH:21]1[CH2:26][CH2:25][O:24][CH2:23][CH2:22]1)=[N+]=[N-].